This data is from Full USPTO retrosynthesis dataset with 1.9M reactions from patents (1976-2016). The task is: Predict the reactants needed to synthesize the given product. (1) Given the product [CH2:1]([N:8]1[CH2:9][CH2:10][C:11]2([N:15]([CH2:16][CH2:17][C:18]3[CH:19]=[CH:20][C:21]([O:24][CH3:25])=[CH:22][CH:23]=3)[C:14](=[O:26])[N:13]([CH2:33][CH:30]3[CH2:32][CH2:31]3)[C:12]2=[O:27])[CH2:28][CH2:29]1)[C:2]1[CH:7]=[CH:6][CH:5]=[CH:4][CH:3]=1, predict the reactants needed to synthesize it. The reactants are: [CH2:1]([N:8]1[CH2:29][CH2:28][C:11]2([N:15]([CH2:16][CH2:17][C:18]3[CH:23]=[CH:22][C:21]([O:24][CH3:25])=[CH:20][CH:19]=3)[C:14](=[O:26])[NH:13][C:12]2=[O:27])[CH2:10][CH2:9]1)[C:2]1[CH:7]=[CH:6][CH:5]=[CH:4][CH:3]=1.[CH:30]1([CH2:33]Br)[CH2:32][CH2:31]1.[I-].[Na+].C(=O)([O-])[O-].[Cs+].[Cs+]. (2) The reactants are: [CH3:1][O:2][CH2:3][N:4]1[C:8]2[CH:9]=[CH:10][C:11]([CH:13]([C:15]3[CH:19]=[CH:18][N:17]([C:20]4[N:25]=[CH:24][C:23]([NH:26][CH2:27][C:28]([O:30][CH2:31][CH3:32])=[O:29])=[CH:22][CH:21]=4)[N:16]=3)[CH3:14])=[CH:12][C:7]=2[S:6][C:5]1=[O:33].[H-].[Na+].[CH3:36]I. Given the product [CH3:1][O:2][CH2:3][N:4]1[C:8]2[CH:9]=[CH:10][C:11]([CH:13]([C:15]3[CH:19]=[CH:18][N:17]([C:20]4[N:25]=[CH:24][C:23]([N:26]([CH3:36])[CH2:27][C:28]([O:30][CH2:31][CH3:32])=[O:29])=[CH:22][CH:21]=4)[N:16]=3)[CH3:14])=[CH:12][C:7]=2[S:6][C:5]1=[O:33], predict the reactants needed to synthesize it. (3) Given the product [Cl:26][C:27]1[N:28]=[CH:29][C:30]([CH2:33][N:22]2[C:23]([CH3:25])=[CH:24][C:20]([C:18]3[O:17][N:16]=[C:15]([C:12]4[CH:13]=[CH:14][C:9]([CH2:8][N:4]([CH:1]([CH3:2])[CH3:3])[CH:5]([CH3:7])[CH3:6])=[CH:10][CH:11]=4)[N:19]=3)=[N:21]2)=[CH:31][CH:32]=1, predict the reactants needed to synthesize it. The reactants are: [CH:1]([N:4]([CH2:8][C:9]1[CH:14]=[CH:13][C:12]([C:15]2[N:19]=[C:18]([C:20]3[CH:24]=[C:23]([CH3:25])[NH:22][N:21]=3)[O:17][N:16]=2)=[CH:11][CH:10]=1)[CH:5]([CH3:7])[CH3:6])([CH3:3])[CH3:2].[Cl:26][C:27]1[CH:32]=[CH:31][C:30]([CH2:33]Cl)=[CH:29][N:28]=1. (4) Given the product [Cl:17][C:18]1[N:23]=[CH:22][C:21]([CH:24]([CH2:27][CH:28]([CH3:30])[CH3:29])[CH2:25][NH2:26])=[CH:20][CH:19]=1, predict the reactants needed to synthesize it. The reactants are: ClC1N=CC(C(C2CCCCC2)CN)=CC=1.[Cl:17][C:18]1[N:23]=[CH:22][C:21]([C:24](=[CH:27][CH:28]([CH3:30])[CH3:29])[C:25]#[N:26])=[CH:20][CH:19]=1. (5) Given the product [CH3:9][S:8][C:5]1[C:4]([C:10]([O:12][CH3:13])=[O:11])=[CH:3][C:2]([B:14]2[O:18][C:17]([CH3:20])([CH3:19])[C:16]([CH3:22])([CH3:21])[O:15]2)=[CH:7][N:6]=1, predict the reactants needed to synthesize it. The reactants are: Br[C:2]1[CH:3]=[C:4]([C:10]([O:12][CH3:13])=[O:11])[C:5]([S:8][CH3:9])=[N:6][CH:7]=1.[B:14]1([B:14]2[O:18][C:17]([CH3:20])([CH3:19])[C:16]([CH3:22])([CH3:21])[O:15]2)[O:18][C:17]([CH3:20])([CH3:19])[C:16]([CH3:22])([CH3:21])[O:15]1.ClCCl.C([O-])(=O)C.[K+]. (6) Given the product [CH3:1][C:2]([CH3:31])([CH:12]([OH:30])[C:13]1[CH:18]=[CH:17][N:16]=[C:15]([C:19]2[S:20][C:21]3[CH:29]=[CH:28][CH:27]=[CH:26][C:22]=3[C:23](=[O:25])[N:24]=2)[CH:14]=1)[C:3]([OH:5])=[O:4], predict the reactants needed to synthesize it. The reactants are: [CH3:1][C:2]([CH3:31])([CH:12]([OH:30])[C:13]1[CH:18]=[CH:17][N:16]=[C:15]([C:19]2[S:20][C:21]3[CH:29]=[CH:28][CH:27]=[CH:26][C:22]=3[C:23](=[O:25])[N:24]=2)[CH:14]=1)[C:3]([O:5]CC[Si](C)(C)C)=[O:4].[F-].C([N+](CCCC)(CCCC)CCCC)CCC. (7) Given the product [CH2:1]([O:3][C:4]([C:6]1[CH:7]=[C:8]2[N:13]([C:14]=1[C:15]1[CH:20]=[CH:19][CH:18]=[C:17]([F:21])[CH:16]=1)[CH:12]=[CH:11][C:10]([CH2:22][N:23]1[CH:30]=[C:29]([C:28]([OH:33])([C:27]([F:35])([F:34])[F:26])[CH2:31][CH3:32])[N:25]=[N:24]1)=[CH:9]2)=[O:5])[CH3:2], predict the reactants needed to synthesize it. The reactants are: [CH2:1]([O:3][C:4]([C:6]1[CH:7]=[C:8]2[N:13]([C:14]=1[C:15]1[CH:20]=[CH:19][CH:18]=[C:17]([F:21])[CH:16]=1)[CH:12]=[CH:11][C:10]([CH2:22][N:23]=[N+:24]=[N-:25])=[CH:9]2)=[O:5])[CH3:2].[F:26][C:27]([F:35])([F:34])[C:28]([OH:33])([CH2:31][CH3:32])[C:29]#[CH:30].